This data is from Forward reaction prediction with 1.9M reactions from USPTO patents (1976-2016). The task is: Predict the product of the given reaction. (1) Given the reactants [CH3:1][CH2:2][N:3]([CH2:6][CH2:7][NH:8][C:9]([C:11]1[C:12]([CH3:29])=[C:13](/[CH:17]=[C:18]2/[C:19]3[CH:20]=[C:21]([F:28])[CH:22]=[CH:23][C:24]=3[NH:25][C:26]/2=[O:27])[NH:14][C:15]=1[CH3:16])=[O:10])[CH2:4][CH3:5].[C:30]([OH:39])(=[O:38])[C@H:31]([C@@H:33]([C:35]([OH:37])=[O:36])[OH:34])[OH:32], predict the reaction product. The product is: [CH3:1][CH2:2][N:3]([CH2:6][CH2:7][NH:8][C:9]([C:11]1[C:12]([CH3:29])=[C:13](/[CH:17]=[C:18]2/[C:19]3[CH:20]=[C:21]([F:28])[CH:22]=[CH:23][C:24]=3[NH:25][C:26]/2=[O:27])[NH:14][C:15]=1[CH3:16])=[O:10])[CH2:4][CH3:5].[C:30]([O-:39])(=[O:38])[C@H:31]([C@@H:33]([C:35]([O-:37])=[O:36])[OH:34])[OH:32]. (2) Given the reactants [OH:1][C:2]1[CH:7]=[CH:6][C:5]([CH:8]2[CH2:13][CH2:12][N:11]([C:14]([O:16][C:17]([CH3:20])([CH3:19])[CH3:18])=[O:15])[CH2:10][CH:9]2[O:21][CH2:22][C:23]2[CH:32]=[C:31]3[C:26]([CH2:27][CH2:28][C:29](=[O:38])[N:30]3[CH2:33][CH2:34][CH2:35][O:36][CH3:37])=[CH:25][CH:24]=2)=[CH:4][CH:3]=1.Br[CH2:40][CH2:41][CH2:42][CH2:43][O:44][C:45]1[C:50]([O:51][CH3:52])=[CH:49][CH:48]=[CH:47][C:46]=1[O:53][CH3:54], predict the reaction product. The product is: [CH3:54][O:53][C:46]1[CH:47]=[CH:48][CH:49]=[C:50]([O:51][CH3:52])[C:45]=1[O:44][CH2:43][CH2:42][CH2:41][CH2:40][O:1][C:2]1[CH:7]=[CH:6][C:5]([CH:8]2[CH2:13][CH2:12][N:11]([C:14]([O:16][C:17]([CH3:19])([CH3:20])[CH3:18])=[O:15])[CH2:10][CH:9]2[O:21][CH2:22][C:23]2[CH:32]=[C:31]3[C:26]([CH2:27][CH2:28][C:29](=[O:38])[N:30]3[CH2:33][CH2:34][CH2:35][O:36][CH3:37])=[CH:25][CH:24]=2)=[CH:4][CH:3]=1. (3) Given the reactants [O:1]=[C:2]1[NH:6][C@H:5]([CH2:7][C@H:8]2[CH2:19][CH2:18][C:17]3[S:16][C:15]4[N:14]=[CH:13][N:12]=[C:11]([O:20][CH:21]5[CH2:26][CH2:25][CH:24]([N:27](C)[C:28](=O)OC(C)(C)C)[CH2:23][CH2:22]5)[C:10]=4[C:9]2=3)[C:4](=[O:36])[NH:3]1.Cl, predict the reaction product. The product is: [CH3:28][NH:27][CH:24]1[CH2:25][CH2:26][CH:21]([O:20][C:11]2[C:10]3[C:9]4[C@@H:8]([CH2:7][C@H:5]5[NH:6][C:2](=[O:1])[NH:3][C:4]5=[O:36])[CH2:19][CH2:18][C:17]=4[S:16][C:15]=3[N:14]=[CH:13][N:12]=2)[CH2:22][CH2:23]1. (4) Given the reactants [CH2:1]([O:3][C:4]([C:6]1[NH:7][C:8]([C:11]([OH:13])=O)=[CH:9][N:10]=1)=[O:5])[CH3:2].[Si:14]([O:21][CH:22]1[CH2:27][CH2:26][NH:25][CH2:24][CH2:23]1)([C:17]([CH3:20])([CH3:19])[CH3:18])([CH3:16])[CH3:15].CCN(C(C)C)C(C)C.C(Cl)Cl, predict the reaction product. The product is: [Si:14]([O:21][CH:22]1[CH2:23][CH2:24][N:25]([C:11]([C:8]2[NH:7][C:6]([C:4]([O:3][CH2:1][CH3:2])=[O:5])=[N:10][CH:9]=2)=[O:13])[CH2:26][CH2:27]1)([C:17]([CH3:20])([CH3:19])[CH3:18])([CH3:16])[CH3:15]. (5) Given the reactants [NH2:1][C:2]1[C:7]([N+:8]([O-])=O)=[CH:6][C:5]([Br:11])=[CH:4][N:3]=1, predict the reaction product. The product is: [Br:11][C:5]1[CH:6]=[C:7]([NH2:8])[C:2]([NH2:1])=[N:3][CH:4]=1. (6) Given the reactants [CH3:1][S:2]([NH2:5])(=[O:4])=[O:3].C(N(CC)CC)C.[C:13](O[C:13]([O:15][C:16]([CH3:19])([CH3:18])[CH3:17])=[O:14])([O:15][C:16]([CH3:19])([CH3:18])[CH3:17])=[O:14], predict the reaction product. The product is: [CH3:1][S:2]([NH:5][C:13](=[O:14])[O:15][C:16]([CH3:19])([CH3:18])[CH3:17])(=[O:4])=[O:3]. (7) Given the reactants [C:1]([O:5][C:6]([N:8]1[CH2:13][CH2:12][N:11]([C:14](=[O:16])[CH3:15])[CH2:10][C@@H:9]1[C@@H:17]([OH:40])[C@H:18]([N:26]=C(C1C=CC=CC=1)C1C=CC=CC=1)[CH2:19][C:20]1[CH:25]=[CH:24][CH:23]=[CH:22][CH:21]=1)=[O:7])([CH3:4])([CH3:3])[CH3:2].[H][H], predict the reaction product. The product is: [C:1]([O:5][C:6]([N:8]1[CH2:13][CH2:12][N:11]([C:14](=[O:16])[CH3:15])[CH2:10][C@@H:9]1[C@@H:17]([OH:40])[C@H:18]([NH2:26])[CH2:19][C:20]1[CH:21]=[CH:22][CH:23]=[CH:24][CH:25]=1)=[O:7])([CH3:2])([CH3:3])[CH3:4]. (8) Given the reactants [CH3:1][N:2]([CH3:23])[C:3]1[CH:22]=[CH:21][C:6](/[CH:7]=[C:8]2/[C:9](=[O:20])[N:10]([C:14]3[CH:19]=[CH:18][CH:17]=[CH:16][N:15]=3)[N:11]=[C:12]/2[CH3:13])=[CH:5][CH:4]=1.[S:24]([O:29]C)([O:27][CH3:28])(=[O:26])=[O:25], predict the reaction product. The product is: [CH3:28][O:27][S:24]([O-:29])(=[O:26])=[O:25].[CH3:23][N:2]([CH3:1])[C:3]1[CH:4]=[CH:5][C:6](/[CH:7]=[C:8]2\[C:12]([CH3:13])=[N:11][N:10]([C:14]3[CH:19]=[CH:18][CH:17]=[CH:16][N+:15]=3[CH3:28])[C:9]\2=[O:20])=[CH:21][CH:22]=1.